Dataset: Forward reaction prediction with 1.9M reactions from USPTO patents (1976-2016). Task: Predict the product of the given reaction. The product is: [F:38][C:32]1[CH:33]=[CH:34][C:35]([F:37])=[CH:36][C:31]=1[S:28]([NH:27][C:23]1[C:22]([F:42])=[C:21]([C:10]2[C:9]([C:7]3[CH:6]=[CH:5][N:4]=[C:3]([C:1]([NH2:2])=[O:45])[CH:8]=3)=[CH:13][N:12]([CH:14]3[CH2:19][CH2:18][N:17]([CH3:20])[CH2:16][CH2:15]3)[N:11]=2)[CH:26]=[CH:25][CH:24]=1)(=[O:29])=[O:30]. Given the reactants [C:1]([C:3]1[CH:8]=[C:7]([C:9]2[C:10]([C:21]3[C:22]([F:42])=[C:23]([N:27](COC)[S:28]([C:31]4[CH:36]=[C:35]([F:37])[CH:34]=[CH:33][C:32]=4[F:38])(=[O:30])=[O:29])[CH:24]=[CH:25][CH:26]=3)=[N:11][N:12]([CH:14]3[CH2:19][CH2:18][N:17]([CH3:20])[CH2:16][CH2:15]3)[CH:13]=2)[CH:6]=[CH:5][N:4]=1)#[N:2].C([O-])(=[O:45])C.[NH4+].CN(C(ON1N=NC2C=CC=CC1=2)=[N+](C)C)C.[B-](F)(F)(F)F, predict the reaction product.